Dataset: Retrosynthesis with 50K atom-mapped reactions and 10 reaction types from USPTO. Task: Predict the reactants needed to synthesize the given product. (1) Given the product CSc1ccc(N(C(=O)c2cnccc2C)C2CCN([C@H](C)CC#N)CC2)cc1, predict the reactants needed to synthesize it. The reactants are: CSc1ccc(NC2CCN([C@H](C)CC#N)CC2)cc1.Cc1ccncc1C(=O)O. (2) Given the product CC1(C)CCCC1c1cnc(N2CCOCC2)cc1N, predict the reactants needed to synthesize it. The reactants are: CC1(C)CCC=C1c1cnc(N2CCOCC2)cc1N. (3) Given the product CC1CN(Cc2c(-c3cccc(C(F)(F)F)c3)nc3ccc(S(=O)(=O)C(C)C)cc3c2C(=O)O)CCC1=O, predict the reactants needed to synthesize it. The reactants are: COC(=O)c1c(CN2CCC(=O)C(C)C2)c(-c2cccc(C(F)(F)F)c2)nc2ccc(S(=O)(=O)C(C)C)cc12. (4) Given the product COc1cc(OS(C)(=O)=O)cc(-c2cccc(C3(C)CC(=O)N(C)C(N)=N3)c2)c1, predict the reactants needed to synthesize it. The reactants are: CN1C(=O)CC(C)(c2cccc(Br)c2)N=C1N.COc1cc(OS(C)(=O)=O)cc(B2OC(C)(C)C(C)(C)O2)c1.